From a dataset of Catalyst prediction with 721,799 reactions and 888 catalyst types from USPTO. Predict which catalyst facilitates the given reaction. (1) Reactant: [C:1](=O)([O-])[O-].[K+].[K+].[C:7]([O:11][C:12]([NH:14][C@H:15]1[CH2:20][CH2:19][C@H:18]([C:21]([OH:23])=[O:22])[CH2:17][CH2:16]1)=[O:13])([CH3:10])([CH3:9])[CH3:8].CI. Product: [CH3:1][O:22][C:21]([C@H:18]1[CH2:17][CH2:16][C@H:15]([NH:14][C:12]([O:11][C:7]([CH3:10])([CH3:8])[CH3:9])=[O:13])[CH2:20][CH2:19]1)=[O:23]. The catalyst class is: 9. (2) Reactant: [N+:1]([C:4]1[C:5]([NH2:19])=[N:6][CH:7]=[C:8](B2OC(C)(C)C(C)(C)O2)[CH:9]=1)([O-:3])=[O:2].[CH3:20][O:21][C:22]1[CH:23]=[C:24]2[C:29](=[CH:30][C:31]=1[O:32][CH3:33])[N:28]=[CH:27][CH:26]=[C:25]2[N:34]1[CH2:40][C:39]2[CH:41]=[C:42](Br)[CH:43]=[CH:44][C:38]=2[O:37][CH2:36][CH2:35]1.ClCCl.C(=O)([O-])[O-].[Cs+].[Cs+]. Product: [CH3:20][O:21][C:22]1[CH:23]=[C:24]2[C:29](=[CH:30][C:31]=1[O:32][CH3:33])[N:28]=[CH:27][CH:26]=[C:25]2[N:34]1[CH2:40][C:39]2[CH:41]=[C:42]([C:8]3[CH:9]=[C:4]([N+:1]([O-:3])=[O:2])[C:5]([NH2:19])=[N:6][CH:7]=3)[CH:43]=[CH:44][C:38]=2[O:37][CH2:36][CH2:35]1. The catalyst class is: 117.